Dataset: Peptide-MHC class II binding affinity with 134,281 pairs from IEDB. Task: Regression. Given a peptide amino acid sequence and an MHC pseudo amino acid sequence, predict their binding affinity value. This is MHC class II binding data. (1) The peptide sequence is LQYGWKTWGKNLVFS. The MHC is HLA-DQA10501-DQB10402 with pseudo-sequence HLA-DQA10501-DQB10402. The binding affinity (normalized) is 0.611. (2) The peptide sequence is KLGEVSWEEEAEISG. The MHC is HLA-DQA10501-DQB10402 with pseudo-sequence HLA-DQA10501-DQB10402. The binding affinity (normalized) is 0. (3) The peptide sequence is HPQQFIYAGSLSALL. The MHC is DRB5_0101 with pseudo-sequence DRB5_0101. The binding affinity (normalized) is 0.632. (4) The peptide sequence is IPVMAYLVGLFAWVL. The MHC is DRB1_1101 with pseudo-sequence DRB1_1101. The binding affinity (normalized) is 0.173.